From a dataset of Forward reaction prediction with 1.9M reactions from USPTO patents (1976-2016). Predict the product of the given reaction. Given the reactants [CH2:1]([C:4]1[C:8]([CH2:9][CH2:10][CH2:11][CH2:12][OH:13])=[CH:7][N:6]([C:14]2[CH:19]=[CH:18][C:17]([C:20]([F:23])([F:22])[F:21])=[CH:16][N:15]=2)[N:5]=1)[CH2:2][CH3:3].O[C:25]1[CH:29]=[C:28]([CH2:30][CH2:31][C:32]([O:34]CC)=[O:33])[N:27]([C:37]2[CH:42]=[CH:41][CH:40]=[CH:39][CH:38]=2)[N:26]=1.C(P(CCCC)CCCC)CCC.N(C(N1CCCCC1)=O)=NC(N1CCCCC1)=O, predict the reaction product. The product is: [C:37]1([N:27]2[C:28]([CH2:30][CH2:31][C:32]([OH:34])=[O:33])=[CH:29][C:25]([O:13][CH2:12][CH2:11][CH2:10][CH2:9][C:8]3[C:4]([CH2:1][CH2:2][CH3:3])=[N:5][N:6]([C:14]4[CH:19]=[CH:18][C:17]([C:20]([F:22])([F:21])[F:23])=[CH:16][N:15]=4)[CH:7]=3)=[N:26]2)[CH:42]=[CH:41][CH:40]=[CH:39][CH:38]=1.